From a dataset of Forward reaction prediction with 1.9M reactions from USPTO patents (1976-2016). Predict the product of the given reaction. (1) Given the reactants Cl[C:2]1[N:3]=[C:4]([N:25]2[CH2:30][CH2:29][O:28][CH2:27][CH2:26]2)[C:5]2[S:10][C:9]([CH2:11][N:12]3[CH2:17][CH2:16][N:15]([C:18]([O:20][C:21]([CH3:24])([CH3:23])[CH3:22])=[O:19])[CH2:14][CH2:13]3)=[CH:8][C:6]=2[N:7]=1.[OH:31][C:32]1[CH:33]=[C:34](B(O)O)[CH:35]=[CH:36][CH:37]=1.C(=O)([O-])[O-].[Na+].[Na+], predict the reaction product. The product is: [OH:31][C:32]1[CH:37]=[C:36]([C:2]2[N:3]=[C:4]([N:25]3[CH2:30][CH2:29][O:28][CH2:27][CH2:26]3)[C:5]3[S:10][C:9]([CH2:11][N:12]4[CH2:17][CH2:16][N:15]([C:18]([O:20][C:21]([CH3:24])([CH3:23])[CH3:22])=[O:19])[CH2:14][CH2:13]4)=[CH:8][C:6]=3[N:7]=2)[CH:35]=[CH:34][CH:33]=1. (2) The product is: [C:11]([O:15][C:16]([N:18]1[CH2:22][CH2:21][C@H:20]([CH:23]=[CH2:1])[CH2:19]1)=[O:17])([CH3:14])([CH3:13])[CH3:12]. Given the reactants [CH3:1][Si]([N-][Si](C)(C)C)(C)C.[Na+].[C:11]([O:15][C:16]([N:18]1[CH2:22][CH2:21][C@H:20]([CH:23]=O)[CH2:19]1)=[O:17])([CH3:14])([CH3:13])[CH3:12], predict the reaction product.